Dataset: Forward reaction prediction with 1.9M reactions from USPTO patents (1976-2016). Task: Predict the product of the given reaction. (1) The product is: [C:1]12([C:11]3[CH:12]=[C:13]([C:18]4[CH:19]=[C:20]([C:23]([OH:27])=[CH:24][C:25]=4[OH:26])[CH:21]=[C:34]4[S:28][C:29]([N:35]5[CH2:40][CH2:39][O:38][CH2:37][CH2:36]5)=[N:31][C:32]4=[O:33])[CH:14]=[CH:15][C:16]=3[OH:17])[CH2:2][CH:3]3[CH2:9][CH:7]([CH2:6][CH:5]([CH2:4]3)[CH2:10]1)[CH2:8]2. Given the reactants [C:1]12([C:11]3[CH:12]=[C:13]([C:18]4[CH:19]=[C:20]([C:23]([OH:27])=[CH:24][C:25]=4[OH:26])[CH:21]=O)[CH:14]=[CH:15][C:16]=3[OH:17])[CH2:10][CH:5]3[CH2:6][CH:7]([CH2:9][CH:3]([CH2:4]3)[CH2:2]1)[CH2:8]2.[S:28]1[CH2:34][C:32](=[O:33])[NH:31][C:29]1=S.[NH:35]1[CH2:40][CH2:39][O:38][CH2:37][CH2:36]1, predict the reaction product. (2) Given the reactants FC1C=C(CN)C=NC=1.[N:10]1[CH:15]=[CH:14][C:13]([CH2:16][NH2:17])=[CH:12][CH:11]=1.[CH:18]1([CH2:21][N:22]2[CH2:26][CH2:25][N:24]([C:27]3[S:28][C:29]([C:33](O)=[O:34])=[C:30]([CH3:32])[N:31]=3)[C:23]2=[O:36])[CH2:20][CH2:19]1, predict the reaction product. The product is: [CH:18]1([CH2:21][N:22]2[CH2:26][CH2:25][N:24]([C:27]3[S:28][C:29]([C:33]([NH:17][CH2:16][C:13]4[CH:14]=[CH:15][N:10]=[CH:11][CH:12]=4)=[O:34])=[C:30]([CH3:32])[N:31]=3)[C:23]2=[O:36])[CH2:19][CH2:20]1. (3) Given the reactants Cl[CH2:2][C@H:3]([OH:14])[CH2:4][NH:5][C:6]1[CH:11]=[CH:10][C:9]([F:12])=[C:8]([F:13])[CH:7]=1.[C:15]1(=[O:25])[NH:19][C:18](=[O:20])[C:17]2=[CH:21][CH:22]=[CH:23][CH:24]=[C:16]12.[K], predict the reaction product. The product is: [F:13][C:8]1[CH:7]=[C:6]([NH:5][CH2:4][C@@H:3]([OH:14])[CH2:2][N:19]2[C:15](=[O:25])[C:16]3[C:17](=[CH:21][CH:22]=[CH:23][CH:24]=3)[C:18]2=[O:20])[CH:11]=[CH:10][C:9]=1[F:12].